This data is from Forward reaction prediction with 1.9M reactions from USPTO patents (1976-2016). The task is: Predict the product of the given reaction. (1) Given the reactants [NH2:1][C:2]1[CH:3]=[C:4]2[C:8](=[CH:9][C:10]=1[N+:11]([O-:13])=[O:12])[C:7](=[O:14])[NH:6][C:5]2=[O:15].[F:16][C:17]1[N:22]=[CH:21][C:20](N)=[CH:19][CH:18]=1.N1C=CN=C1, predict the reaction product. The product is: [NH2:1][C:2]1[CH:3]=[C:4]2[C:8](=[CH:9][C:10]=1[N+:11]([O-:13])=[O:12])[C:7](=[O:14])[N:6]([C:20]1[CH:21]=[N:22][C:17]([F:16])=[CH:18][CH:19]=1)[C:5]2=[O:15]. (2) Given the reactants CO[C:3]([C:5]1[C:6]([OH:35])=[C:7]2[C:12](=[C:13]([C:15]3[N:16]=[N:17][CH:18]=[CH:19][CH:20]=3)[N:14]=1)[N:11]([CH2:21][C:22]1[CH:27]=[CH:26][CH:25]=[CH:24][CH:23]=1)[C:10](=[O:28])[C:9]([C:29]1[CH:34]=[CH:33][CH:32]=[CH:31][CH:30]=1)=[CH:8]2)=[O:4].[NH2:36][CH2:37][CH2:38][C:39]([OH:41])=[O:40].C[O-].[Na+], predict the reaction product. The product is: [CH2:21]([N:11]1[C:12]2[C:7](=[C:6]([OH:35])[C:5]([C:3]([NH:36][CH2:37][CH2:38][C:39]([OH:41])=[O:40])=[O:4])=[N:14][C:13]=2[C:15]2[N:16]=[N:17][CH:18]=[CH:19][CH:20]=2)[CH:8]=[C:9]([C:29]2[CH:34]=[CH:33][CH:32]=[CH:31][CH:30]=2)[C:10]1=[O:28])[C:22]1[CH:27]=[CH:26][CH:25]=[CH:24][CH:23]=1. (3) Given the reactants [C:1]([C:3]1[CH:4]=[C:5]([CH:15]=[CH:16][CH:17]=1)[CH2:6][NH:7]C(=O)OC(C)(C)C)#[N:2], predict the reaction product. The product is: [NH2:7][CH2:6][C:5]1[CH:4]=[C:3]([CH:17]=[CH:16][CH:15]=1)[C:1]#[N:2]. (4) Given the reactants Cl[C:2]1[CH:7]=[CH:6][N:5]=[C:4]([N:8]2[C:20](=[O:21])[C:19]3[S:18][C:17]4[CH2:16][CH2:15][CH2:14][CH2:13][C:12]=4[C:11]=3[CH:10]=[N:9]2)[C:3]=1[CH:22]=[O:23].[CH3:24][N:25]1[CH:30]=[C:29](B2OC(C)(C)C(C)(C)O2)[CH:28]=[C:27]([NH:40][C:41]2[S:42][C:43]3[CH2:44][N:45]([CH3:50])[CH2:46][CH2:47][C:48]=3[N:49]=2)[C:26]1=[O:51].[O-]P([O-])([O-])=O.[K+].[K+].[K+].O.O.O.C([O-])(=O)C.[Na+], predict the reaction product. The product is: [CH3:24][N:25]1[C:26](=[O:51])[C:27]([NH:40][C:41]2[S:42][C:43]3[CH2:44][N:45]([CH3:50])[CH2:46][CH2:47][C:48]=3[N:49]=2)=[CH:28][C:29]([C:2]2[CH:7]=[CH:6][N:5]=[C:4]([N:8]3[C:20](=[O:21])[C:19]4[S:18][C:17]5[CH2:16][CH2:15][CH2:14][CH2:13][C:12]=5[C:11]=4[CH:10]=[N:9]3)[C:3]=2[CH:22]=[O:23])=[CH:30]1. (5) Given the reactants [C:1]([CH:3]([C:8]1[CH:20]=[CH:19][C:11]([C:12]([O:14][C:15]([CH3:18])([CH3:17])[CH3:16])=[O:13])=[CH:10][CH:9]=1)[C:4]([O:6][CH3:7])=[O:5])#[N:2].[ClH:21], predict the reaction product. The product is: [ClH:21].[NH2:2][CH2:1][CH:3]([C:8]1[CH:9]=[CH:10][C:11]([C:12]([O:14][C:15]([CH3:16])([CH3:17])[CH3:18])=[O:13])=[CH:19][CH:20]=1)[C:4]([O:6][CH3:7])=[O:5]. (6) The product is: [CH2:1]([O:3][CH2:4][N:5]1[CH:9]=[C:8]([CH2:10][O:11][Si:12]([CH2:13][CH3:14])([CH2:17][CH3:18])[CH2:15][CH3:16])[N:7]=[C:6]1[C:27](=[O:29])[CH3:28])[CH3:2]. Given the reactants [CH2:1]([O:3][CH2:4][N:5]1[CH:9]=[C:8]([CH2:10][O:11][Si:12]([CH2:17][CH3:18])([CH2:15][CH3:16])[CH2:13][CH3:14])[N:7]=[CH:6]1)[CH3:2].C([Li])CCC.CON(C)[C:27](=[O:29])[CH3:28].[Cl-].[NH4+], predict the reaction product. (7) Given the reactants [CH2:1]([N:8]1[CH2:12][C@@H:11]([C:13](OCC)=[O:14])[C@H:10]([C:18](OCC)=[O:19])[CH2:9]1)[C:2]1[CH:7]=[CH:6][CH:5]=[CH:4][CH:3]=1.[H-].[Al+3].[Li+].[H-].[H-].[H-].O.O.O.O.O.O.O.O.O.O.S([O-])([O-])(=O)=O.[Na+].[Na+].C(Cl)(Cl)Cl, predict the reaction product. The product is: [CH2:1]([N:8]1[CH2:12][C@@H:11]([CH2:13][OH:14])[C@H:10]([CH2:18][OH:19])[CH2:9]1)[C:2]1[CH:3]=[CH:4][CH:5]=[CH:6][CH:7]=1. (8) Given the reactants [CH2:1]([C:3]1[CH:4]=[C:5]([CH2:11][C@@H:12]([NH:16][C:17]([N:19]2[CH2:24][CH2:23][CH:22]([N:25]3[CH2:31][CH2:30][C:29]4[CH:32]=[CH:33][CH:34]=[CH:35][C:28]=4[NH:27][C:26]3=[O:36])[CH2:21][CH2:20]2)=[O:18])[C:13]([OH:15])=O)[CH:6]=[CH:7][C:8]=1[CH2:9][CH3:10])[CH3:2].[N:37]1([CH:41]2[CH2:46][CH2:45][NH:44][CH2:43][CH2:42]2)[CH2:40][CH2:39][CH2:38]1, predict the reaction product. The product is: [N:37]1([CH:41]2[CH2:46][CH2:45][N:44]([C:13](=[O:15])[C@H:12]([NH:16][C:17]([N:19]3[CH2:24][CH2:23][CH:22]([N:25]4[CH2:31][CH2:30][C:29]5[CH:32]=[CH:33][CH:34]=[CH:35][C:28]=5[NH:27][C:26]4=[O:36])[CH2:21][CH2:20]3)=[O:18])[CH2:11][C:5]3[CH:6]=[CH:7][C:8]([CH2:9][CH3:10])=[C:3]([CH2:1][CH3:2])[CH:4]=3)[CH2:43][CH2:42]2)[CH2:40][CH2:39][CH2:38]1. (9) Given the reactants [CH2:1]([O:3][C:4](=[O:18])[CH:5]([C:9]1[C:14]([F:15])=[CH:13][C:12]([OH:16])=[CH:11][C:10]=1[F:17])[O:6][CH2:7][CH3:8])[CH3:2].[CH3:19][O:20][C:21]1[CH:26]=[CH:25][C:24](B(O)O)=[CH:23][CH:22]=1.N1C=CC=CC=1, predict the reaction product. The product is: [CH2:1]([O:3][C:4](=[O:18])[CH:5]([C:9]1[C:14]([F:15])=[CH:13][C:12]([O:16][C:24]2[CH:25]=[CH:26][C:21]([O:20][CH3:19])=[CH:22][CH:23]=2)=[CH:11][C:10]=1[F:17])[O:6][CH2:7][CH3:8])[CH3:2]. (10) Given the reactants C([O:8][C:9](=[O:32])[C@@H:10]1[CH2:14][CH2:13][CH2:12][N:11]1[C:15](=[O:31])[CH:16]([CH2:27][CH:28]([CH3:30])[CH3:29])[NH:17][S:18]([C:21]1[CH:26]=[CH:25][CH:24]=[CH:23][CH:22]=1)(=[O:20])=[O:19])C1C=CC=CC=1.[H][H], predict the reaction product. The product is: [C:21]1([S:18]([NH:17][CH:16]([C:15]([N:11]2[CH2:12][CH2:13][CH2:14][C@H:10]2[C:9]([OH:32])=[O:8])=[O:31])[CH2:27][CH:28]([CH3:30])[CH3:29])(=[O:20])=[O:19])[CH:22]=[CH:23][CH:24]=[CH:25][CH:26]=1.